This data is from Reaction yield outcomes from USPTO patents with 853,638 reactions. The task is: Predict the reaction yield, written as a fraction of the theoretical maximum amount of product (1.0 means a 100% yield; for example, 0.34 means a 34% yield). (1) The reactants are Br[C:2]1[C:7]([CH3:8])=[CH:6][C:5]([Cl:9])=[CH:4][N:3]=1.C[C:11]([N:13](C)C)=O. The catalyst is O.[C-]#N.[Zn+2].[C-]#N.C1C=CC(/C=C/C(/C=C/C2C=CC=CC=2)=O)=CC=1.C1C=CC(/C=C/C(/C=C/C2C=CC=CC=2)=O)=CC=1.C1C=CC(/C=C/C(/C=C/C2C=CC=CC=2)=O)=CC=1.[Pd].[Pd].C1(P(C2C=CC=CC=2)[C-]2C=CC=C2)C=CC=CC=1.[C-]1(P(C2C=CC=CC=2)C2C=CC=CC=2)C=CC=C1.[Fe+2]. The product is [Cl:9][C:5]1[CH:6]=[C:7]([CH3:8])[C:2]([C:11]#[N:13])=[N:3][CH:4]=1. The yield is 0.760. (2) The product is [C:1]1([N:7]2[C:12](=[O:13])[C:11]([C:14]3[CH:15]=[CH:16][C:17]([F:20])=[CH:18][CH:19]=3)=[C:10]([C:34]3[CH:35]=[CH:36][C:31]([S:30][CH3:29])=[CH:32][CH:33]=3)[CH:9]=[N:8]2)[CH:6]=[CH:5][CH:4]=[CH:3][CH:2]=1. The yield is 0.920. No catalyst specified. The reactants are [C:1]1([N:7]2[C:12](=[O:13])[C:11]([C:14]3[CH:19]=[CH:18][C:17]([F:20])=[CH:16][CH:15]=3)=[C:10](OS(C(F)(F)F)(=O)=O)[CH:9]=[N:8]2)[CH:6]=[CH:5][CH:4]=[CH:3][CH:2]=1.[CH3:29][S:30][C:31]1[CH:36]=[CH:35][C:34](B(O)O)=[CH:33][CH:32]=1. (3) The reactants are [H-].[Na+].[C:3]([O:7][C:8]([N:10]([CH2:21][CH:22]=[CH2:23])[CH2:11][C:12]1[CH:13]=[CH:14][CH:15]=[C:16]2[C:20]=1[NH:19][CH:18]=[CH:17]2)=[O:9])([CH3:6])([CH3:5])[CH3:4].[CH2:24](Br)[CH:25]=[CH2:26]. The catalyst is CN(C)C=O.C(OCC)(=O)C. The product is [C:3]([O:7][C:8]([N:10]([CH2:21][CH:22]=[CH2:23])[CH2:11][C:12]1[CH:13]=[CH:14][CH:15]=[C:16]2[C:20]=1[N:19]([CH2:26][CH:25]=[CH2:24])[CH:18]=[CH:17]2)=[O:9])([CH3:6])([CH3:5])[CH3:4]. The yield is 0.910. (4) The reactants are [Br:1][C:2]1[N:10]2[C:5]([CH:6]=[N:7][C:8](O)=[N:9]2)=[CH:4][CH:3]=1.C(N(CC)C(C)C)(C)C.C1C=CC(N(S(C(F)(F)F)(=O)=O)S(C(F)(F)F)(=O)=O)=CC=1.[O-]S(C(F)(F)F)(=O)=O.[O:50]=[S:51]1(=[O:65])[CH2:56][CH2:55][N:54]([CH2:57][C:58]2[CH:63]=[CH:62][C:61]([NH2:64])=[CH:60][CH:59]=2)[CH2:53][CH2:52]1. The catalyst is CN(C)C=O.CCOC(C)=O. The product is [Br:1][C:2]1[N:10]2[C:5]([CH:6]=[N:7][C:8]([NH:64][C:61]3[CH:62]=[CH:63][C:58]([CH2:57][N:54]4[CH2:55][CH2:56][S:51](=[O:65])(=[O:50])[CH2:52][CH2:53]4)=[CH:59][CH:60]=3)=[N:9]2)=[CH:4][CH:3]=1. The yield is 0.660.